This data is from Forward reaction prediction with 1.9M reactions from USPTO patents (1976-2016). The task is: Predict the product of the given reaction. (1) The product is: [CH3:28][S:29]([N:26]1[CH2:25][CH2:24][CH2:23][N:22]2[C:11]3[C:10]4[C:15](=[CH:16][CH:17]=[CH:18][CH:9]=4)[N:14]=[C:13]([NH2:19])[C:12]=3[N:20]=[C:21]2[CH2:27]1)(=[O:31])=[O:30]. Given the reactants C(N(CC)CC)C.Cl.[CH:9]1[CH:18]=[CH:17][CH:16]=[C:15]2[C:10]=1[C:11]1[N:22]3[CH2:23][CH2:24][CH2:25][NH:26][CH2:27][C:21]3=[N:20][C:12]=1[C:13]([NH2:19])=[N:14]2.[CH3:28][S:29](Cl)(=[O:31])=[O:30], predict the reaction product. (2) Given the reactants [CH:1]1[CH:2]=[CH:3][C:4]2[S:15][C:14]3[CH:13]=[CH:12][CH:11]=[CH:10][C:9]=3[N:8]=[C:7]([N:16]3[CH2:21][CH2:20][N:19]([CH2:22][CH2:23][O:24][CH2:25][CH2:26][OH:27])[CH2:18][CH2:17]3)[C:5]=2[CH:6]=1.C(/C(O)=O)=C\C(O)=O.O.N.[C:38]([OH:43])(=[O:42])[C:39]([OH:41])=[O:40], predict the reaction product. The product is: [CH:1]1[CH:2]=[CH:3][C:4]2[S:15][C:14]3[CH:13]=[CH:12][CH:11]=[CH:10][C:9]=3[N:8]=[C:7]([N:16]3[CH2:21][CH2:20][N:19]([CH2:22][CH2:23][O:24][CH2:25][CH2:26][OH:27])[CH2:18][CH2:17]3)[C:5]=2[CH:6]=1.[C:38]([O-:43])(=[O:42])[C:39]([O-:41])=[O:40]. (3) The product is: [CH2:1]([O:8][CH2:9][CH:10]1[O:14][CH2:13][CH2:12][O:11]1)[C:2]1[CH:7]=[CH:6][CH:5]=[CH:4][CH:3]=1. Given the reactants [CH2:1]([O:8][CH2:9][CH:10]=[O:11])[C:2]1[CH:7]=[CH:6][CH:5]=[CH:4][CH:3]=1.[CH2:12](O)[CH2:13][OH:14].O.C1(C)C=CC(S(O)(=O)=O)=CC=1.[OH-].[Na+], predict the reaction product. (4) Given the reactants [CH3:1][O:2][C:3](=[O:12])[C:4]1[CH:9]=[C:8]([CH3:10])[CH:7]=[C:6]([OH:11])[CH:5]=1.[CH2:13](Br)[CH:14]=[CH2:15].C(=O)([O-])[O-].[K+].[K+], predict the reaction product. The product is: [CH3:1][O:2][C:3](=[O:12])[C:4]1[CH:9]=[C:8]([CH3:10])[CH:7]=[C:6]([O:11][CH2:15][CH:14]=[CH2:13])[CH:5]=1.